This data is from Peptide-MHC class II binding affinity with 134,281 pairs from IEDB. The task is: Regression. Given a peptide amino acid sequence and an MHC pseudo amino acid sequence, predict their binding affinity value. This is MHC class II binding data. (1) The peptide sequence is TPFSLAEGIVLASAA. The MHC is HLA-DQA10201-DQB10303 with pseudo-sequence HLA-DQA10201-DQB10303. The binding affinity (normalized) is 0.574. (2) The peptide sequence is LGWNIITFKDKTDIH. The MHC is DRB1_1101 with pseudo-sequence DRB1_1101. The binding affinity (normalized) is 0.585. (3) The peptide sequence is YDKFLANVNTVLTGK. The MHC is DRB1_1001 with pseudo-sequence DRB1_1001. The binding affinity (normalized) is 0.726. (4) The peptide sequence is FNDIIHSIINMDADV. The MHC is HLA-DQA10101-DQB10501 with pseudo-sequence HLA-DQA10101-DQB10501. The binding affinity (normalized) is 0.317. (5) The peptide sequence is TSSTPEAVSLLCSDK. The MHC is DRB1_0701 with pseudo-sequence DRB1_0701. The binding affinity (normalized) is 0.390. (6) The peptide sequence is DQGCSSALGSGPYGA. The binding affinity (normalized) is 0. The MHC is DRB1_0404 with pseudo-sequence DRB1_0404. (7) The peptide sequence is VGAKQENWNTSIKTL. The MHC is DRB1_0404 with pseudo-sequence DRB1_0404. The binding affinity (normalized) is 0.0508. (8) The binding affinity (normalized) is 0.790. The peptide sequence is CKTLTPLMSSKFPEL. The MHC is DRB1_1201 with pseudo-sequence DRB1_1201. (9) The peptide sequence is SGKAFGAMAKKGQED. The MHC is DRB1_0405 with pseudo-sequence DRB1_0405. The binding affinity (normalized) is 0.251.